Dataset: Reaction yield outcomes from USPTO patents with 853,638 reactions. Task: Predict the reaction yield, written as a fraction of the theoretical maximum amount of product (1.0 means a 100% yield; for example, 0.34 means a 34% yield). The reactants are [K].[O-]CCCC.Cl[C:8]1[N:16]=[C:15]2[C:11]([N:12]=[CH:13][N:14]2[CH:17]2[CH2:22][CH2:21][CH2:20][CH2:19][O:18]2)=[C:10]([NH2:23])[N:9]=1.[CH3:24][O:25][CH2:26][CH:27]([OH:29])[CH3:28]. No catalyst specified. The product is [CH3:28][CH:27]([O:29][C:8]1[N:16]=[C:15]2[C:11]([N:12]=[CH:13][N:14]2[CH:17]2[CH2:22][CH2:21][CH2:20][CH2:19][O:18]2)=[C:10]([NH2:23])[N:9]=1)[CH2:26][O:25][CH3:24]. The yield is 0.847.